From a dataset of Reaction yield outcomes from USPTO patents with 853,638 reactions. Predict the reaction yield, written as a fraction of the theoretical maximum amount of product (1.0 means a 100% yield; for example, 0.34 means a 34% yield). (1) The reactants are C(O[C:4](=[O:21])[C:5](=[C:11]([S:19][CH3:20])[NH:12][C:13]1[CH:18]=[CH:17][CH:16]=[CH:15][CH:14]=1)[C:6]([O:8][CH2:9][CH3:10])=[O:7])C. The catalyst is ClC1C=CC=CC=1Cl. The product is [CH2:9]([O:8][C:6]([C:5]1[C:11]([S:19][CH3:20])=[N:12][C:13]2[C:14]([C:4]=1[OH:21])=[CH:15][CH:16]=[CH:17][CH:18]=2)=[O:7])[CH3:10]. The yield is 0.350. (2) The reactants are [Br:1][C:2]1[CH:3]=[C:4]([S:15][C:16]2[CH:17]=[C:18]([CH:22]=[CH:23][CH:24]=2)[C:19]([NH2:21])=O)[C:5]([NH:8][C:9]2[S:10][CH:11]=[C:12]([CH3:14])[N:13]=2)=[N:6][CH:7]=1.O=P(Cl)(Cl)Cl.C([O-])(O)=O.[Na+]. The catalyst is C(#N)C. The product is [Br:1][C:2]1[CH:3]=[C:4]([S:15][C:16]2[CH:17]=[C:18]([CH:22]=[CH:23][CH:24]=2)[C:19]#[N:21])[C:5]([NH:8][C:9]2[S:10][CH:11]=[C:12]([CH3:14])[N:13]=2)=[N:6][CH:7]=1. The yield is 0.340. (3) The reactants are [CH:1]1([CH2:6][C:7]([OH:9])=O)[CH2:5][CH2:4][CH:3]=[CH:2]1.C(N(CC)C(C)C)(C)C.[F:19][C:20]1[CH:25]=[C:24]([N:26]2[CH2:31][CH2:30][O:29][CH2:28][CH2:27]2)[CH:23]=[C:22]([F:32])[C:21]=1[NH2:33].C(OCC)(=O)C. The catalyst is CN(C)C=O. The product is [CH:1]1([CH2:6][C:7]([NH:33][C:21]2[C:20]([F:19])=[CH:25][C:24]([N:26]3[CH2:31][CH2:30][O:29][CH2:28][CH2:27]3)=[CH:23][C:22]=2[F:32])=[O:9])[CH2:5][CH2:4][CH:3]=[CH:2]1. The yield is 0.710. (4) The reactants are [Br:1][C:2]1[CH:13]=[C:6]2[C:7]([O:9]C(=O)[NH:11][C:5]2=[CH:4][CH:3]=1)=O.[NH2:14][CH2:15][C:16]([NH:18][C:19]([CH3:22])([CH3:21])[CH3:20])=[O:17]. The catalyst is C(#N)C. The product is [NH2:11][C:5]1[CH:4]=[CH:3][C:2]([Br:1])=[CH:13][C:6]=1[C:7]([NH:14][CH2:15][C:16](=[O:17])[NH:18][C:19]([CH3:22])([CH3:21])[CH3:20])=[O:9]. The yield is 0.650. (5) The reactants are [CH2:1]([N:5]([CH2:49][CH2:50][C:51](O)=[O:52])[C:6]([C:8]1[C:12]([Cl:13])=[C:11]([CH3:14])[N:10]([C:15]2[CH:20]=[CH:19][C:18]([C:21](=[O:36])[NH:22][S:23]([C:26]3[CH:35]=[CH:34][C:33]4[C:28](=[CH:29][CH:30]=[CH:31][CH:32]=4)[CH:27]=3)(=[O:25])=[O:24])=[CH:17][C:16]=2[C:37]([N:39]2[CH2:48][CH2:47][C:46]3[C:41](=[CH:42][CH:43]=[CH:44][CH:45]=3)[CH2:40]2)=[O:38])[N:9]=1)=[O:7])[CH2:2][CH2:3][CH3:4].[NH2:54][CH:55]([CH2:58][OH:59])[CH2:56][OH:57]. No catalyst specified. The product is [CH2:1]([N:5]([CH2:49][CH2:50][C:51]([NH:54][CH:55]([CH2:58][OH:59])[CH2:56][OH:57])=[O:52])[C:6]([C:8]1[C:12]([Cl:13])=[C:11]([CH3:14])[N:10]([C:15]2[CH:20]=[CH:19][C:18]([C:21](=[O:36])[NH:22][S:23]([C:26]3[CH:35]=[CH:34][C:33]4[C:28](=[CH:29][CH:30]=[CH:31][CH:32]=4)[CH:27]=3)(=[O:25])=[O:24])=[CH:17][C:16]=2[C:37]([N:39]2[CH2:48][CH2:47][C:46]3[C:41](=[CH:42][CH:43]=[CH:44][CH:45]=3)[CH2:40]2)=[O:38])[N:9]=1)=[O:7])[CH2:2][CH2:3][CH3:4]. The yield is 0.210. (6) The reactants are P(Cl)(Cl)(Cl)=O.CN(C)[CH:8]=[O:9].[CH3:11][C:12]1[CH:13]=[C:14]([C:23]([O:25][CH3:26])=[O:24])[N:15]([CH2:18][C@H:19]2[CH2:21][C@@H:20]2[CH3:22])[C:16]=1[CH3:17].C(=O)([O-])O.[Na+]. The catalyst is C1(C)C=CC=CC=1.O. The product is [CH:8]([C:13]1[C:12]([CH3:11])=[C:16]([CH3:17])[N:15]([CH2:18][C@H:19]2[CH2:21][C@@H:20]2[CH3:22])[C:14]=1[C:23]([O:25][CH3:26])=[O:24])=[O:9]. The yield is 0.782. (7) The reactants are [NH:1]1[C:5]2=[N:6][CH:7]=[CH:8][CH:9]=[C:4]2[C:3]([C:10]([O:12][CH3:13])=[O:11])=[N:2]1.C([O-])(=O)C.[Na+].[Br:19]Br.O. The catalyst is C(O)(=O)C. The product is [Br:19][C:8]1[CH:9]=[C:4]2[C:3]([C:10]([O:12][CH3:13])=[O:11])=[N:2][NH:1][C:5]2=[N:6][CH:7]=1. The yield is 0.300.